This data is from Forward reaction prediction with 1.9M reactions from USPTO patents (1976-2016). The task is: Predict the product of the given reaction. (1) Given the reactants [NH2:1][C:2]([CH3:21])([CH3:20])[CH2:3][CH2:4][N:5]1[C:13]2[C:8](=[CH:9][CH:10]=[C:11]([C:14]([OH:16])=[O:15])[CH:12]=2)[CH:7]=[C:6]1[C:17](O)=[O:18].C(N1C=CN=C1)(N1C=CN=C1)=O.N12CCCN=C1CCCCC2.C(O)(=O)C, predict the reaction product. The product is: [CH3:20][C:2]1([CH3:21])[CH2:3][CH2:4][N:5]2[C:13]3[CH:12]=[C:11]([C:14]([OH:16])=[O:15])[CH:10]=[CH:9][C:8]=3[CH:7]=[C:6]2[C:17](=[O:18])[NH:1]1. (2) Given the reactants C([O:4][C@@H:5]1[CH2:9][C@H:8]([C:10]2[N:14]3[C:15]4[C:21]([CH3:22])=[CH:20][N:19](S(C5C=CC(C)=CC=5)(=O)=O)[C:16]=4[N:17]=[CH:18][C:13]3=[C:12](Br)[N:11]=2)[N:7]([C:34](=[O:36])[CH3:35])[CH2:6]1)(=O)C.[CH:37]([N:40]([C:51]1[CH:56]=[CH:55][C:54](B2OC(C)(C)C(C)(C)O2)=[CH:53][CH:52]=1)[C:41](=[O:50])[O:42][CH2:43][C:44]1[CH:49]=[CH:48][CH:47]=[CH:46][CH:45]=1)([CH3:39])[CH3:38].C([O-])([O-])=O.[Cs+].[Cs+], predict the reaction product. The product is: [C:34]([N:7]1[CH2:6][C@H:5]([OH:4])[CH2:9][C@@H:8]1[C:10]1[N:14]2[C:15]3[C:21]([CH3:22])=[CH:20][NH:19][C:16]=3[N:17]=[CH:18][C:13]2=[C:12]([C:54]2[CH:53]=[CH:52][C:51]([N:40]([CH:37]([CH3:39])[CH3:38])[C:41](=[O:50])[O:42][CH2:43][C:44]3[CH:49]=[CH:48][CH:47]=[CH:46][CH:45]=3)=[CH:56][CH:55]=2)[N:11]=1)(=[O:36])[CH3:35].